From a dataset of Forward reaction prediction with 1.9M reactions from USPTO patents (1976-2016). Predict the product of the given reaction. (1) Given the reactants [CH2:1]([O:8][C:9]1[C:17]2[N:16]=[C:15]([CH2:18][CH3:19])[N:14]([CH3:20])[C:13]=2[CH:12]=[C:11](Br)[CH:10]=1)[C:2]1[CH:7]=[CH:6][CH:5]=[CH:4][CH:3]=1.C1(P(C2C=CC=CC=2)C2C=CC=CC=2)C=CC=CC=1.[CH3:41][NH:42][CH3:43].[C:44](=[O:46])=O, predict the reaction product. The product is: [CH3:41][N:42]([CH3:43])[C:44]([C:11]1[CH:10]=[C:9]([O:8][CH2:1][C:2]2[CH:7]=[CH:6][CH:5]=[CH:4][CH:3]=2)[C:17]2[N:16]=[C:15]([CH2:18][CH3:19])[N:14]([CH3:20])[C:13]=2[CH:12]=1)=[O:46]. (2) Given the reactants [NH2:1][CH2:2][C:3]1[N:4]=[N:5][N:6]([CH2:8][C@@H:9]2[C@H:12]([NH:13][C:14](=[O:30])/[C:15](=[N:22]\[O:23][C:24]3([C:27]([OH:29])=[O:28])[CH2:26][CH2:25]3)/[C:16]3[N:17]=[C:18]([NH2:21])[S:19][CH:20]=3)[C:11](=[O:31])[N:10]2[S:32]([OH:35])(=[O:34])=[O:33])[CH:7]=1.C(OC(=O)[NH:42][CH2:43][CH2:44][CH2:45]Br)(C)(C)C.CCN(C(C)C)C(C)C, predict the reaction product. The product is: [CH:27]([OH:29])=[O:28].[NH2:42][CH2:43][CH2:44][CH2:45][NH:1][CH2:2][C:3]1[N:4]=[N:5][N:6]([CH2:8][C@@H:9]2[C@H:12]([NH:13][C:14](=[O:30])/[C:15](=[N:22]\[O:23][C:24]3([C:27]([OH:29])=[O:28])[CH2:26][CH2:25]3)/[C:16]3[N:17]=[C:18]([NH2:21])[S:19][CH:20]=3)[C:11](=[O:31])[N:10]2[S:32]([OH:35])(=[O:34])=[O:33])[CH:7]=1. (3) Given the reactants [Br:1][C:2]1[CH:11]=[CH:10][C:5]([C:6]([O:8]C)=O)=[C:4]([CH2:12]Br)[CH:3]=1.[CH2:14]([NH2:16])[CH3:15], predict the reaction product. The product is: [Br:1][C:2]1[CH:3]=[C:4]2[C:5](=[CH:10][CH:11]=1)[C:6](=[O:8])[N:16]([CH2:14][CH3:15])[CH2:12]2. (4) Given the reactants [N:1]1[CH:6]=[CH:5][CH:4]=[C:3]([CH:7]=O)[CH:2]=1.[C:9](=[O:16])([O:11][C:12]([CH3:15])([CH3:14])[CH3:13])[NH2:10].[C:17]1([S:23]([O-:25])=[O:24])[CH:22]=[CH:21][CH:20]=[CH:19][CH:18]=1.[Na+].C(O)=O, predict the reaction product. The product is: [C:17]1([S:23]([CH:7]([NH:10][C:9](=[O:16])[O:11][C:12]([CH3:15])([CH3:14])[CH3:13])[C:3]2[CH:2]=[N:1][CH:6]=[CH:5][CH:4]=2)(=[O:25])=[O:24])[CH:22]=[CH:21][CH:20]=[CH:19][CH:18]=1. (5) Given the reactants C(Cl)(=O)C(Cl)=O.CS(C)=O.[Br:11][C:12]1[CH:13]=[C:14]([C:18]([CH3:22])([CH3:21])[CH2:19][OH:20])[CH:15]=[N:16][CH:17]=1.C(N(CC)CC)C, predict the reaction product. The product is: [Br:11][C:12]1[CH:13]=[C:14]([C:18]([CH3:22])([CH3:21])[CH:19]=[O:20])[CH:15]=[N:16][CH:17]=1. (6) Given the reactants C(OC([N:8]1[CH2:13][CH2:12][CH:11]([C:14]2[C:19]([C:20]3[CH:25]=[CH:24][CH:23]=[CH:22][CH:21]=3)=[N:18][CH:17]=[CH:16][N:15]=2)[CH2:10][CH2:9]1)=O)(C)(C)C.[ClH:26].CO, predict the reaction product. The product is: [ClH:26].[C:20]1([C:19]2[C:14]([CH:11]3[CH2:12][CH2:13][NH:8][CH2:9][CH2:10]3)=[N:15][CH:16]=[CH:17][N:18]=2)[CH:21]=[CH:22][CH:23]=[CH:24][CH:25]=1.